From a dataset of Forward reaction prediction with 1.9M reactions from USPTO patents (1976-2016). Predict the product of the given reaction. (1) Given the reactants [CH3:1][C:2]1[CH:23]=[CH:22][C:5]([C:6]([NH:8][C:9]2[CH:14]=[CH:13][C:12]([S:15][CH:16]3[CH2:20][CH2:19][O:18][C:17]3=[O:21])=[CH:11][CH:10]=2)=[O:7])=[CH:4][CH:3]=1.[OH-:24].[Na+].C(=O)(O)[O-].[Na+].[CH3:31]I, predict the reaction product. The product is: [OH:24][CH2:19][CH2:20][CH:16]([S:15][C:12]1[CH:13]=[CH:14][C:9]([NH:8][C:6]([C:5]2[CH:4]=[CH:3][C:2]([CH3:1])=[CH:23][CH:22]=2)=[O:7])=[CH:10][CH:11]=1)[C:17]([O:18][CH3:31])=[O:21]. (2) Given the reactants [Cl:1][C:2]1[CH:3]=[C:4]([NH2:9])[CH:5]=[C:6]([NH2:8])[CH:7]=1.[CH3:10][N:11]([CH2:13][C:14](O)=[O:15])[CH3:12].C(Cl)CCl.C1C=CC2N(O)N=NC=2C=1.CCN(C(C)C)C(C)C, predict the reaction product. The product is: [NH2:8][C:6]1[CH:5]=[C:4]([NH:9][C:14](=[O:15])[CH2:13][N:11]([CH3:12])[CH3:10])[CH:3]=[C:2]([Cl:1])[CH:7]=1. (3) Given the reactants [C:1]([O:7][CH2:8][CH3:9])(=[O:6])[CH2:2][C:3]([CH3:5])=[O:4].CO[CH:12](OC)[N:13]([CH3:15])[CH3:14], predict the reaction product. The product is: [CH3:12][N:13]([CH:15]=[C:2]([C:3]([CH3:5])=[O:4])[C:1]([O:7][CH2:8][CH3:9])=[O:6])[CH3:14]. (4) Given the reactants [F:1][C:2]1[CH:11]=[C:10]2[C:5]([C:6](=O)[NH:7][C:8]([N:12]3[CH:16]=[C:15]([C:17]([O:19]CC)=[O:18])[CH:14]=[N:13]3)=[N:9]2)=[CH:4][C:3]=1[C:23]1[CH:28]=[CH:27][CH:26]=[CH:25][C:24]=1[CH3:29].[CH2:30]([NH:32][CH2:33][CH3:34])[CH3:31], predict the reaction product. The product is: [CH2:30]([N:32]([CH2:33][CH3:34])[C:6]1[C:5]2[C:10](=[CH:11][C:2]([F:1])=[C:3]([C:23]3[CH:28]=[CH:27][CH:26]=[CH:25][C:24]=3[CH3:29])[CH:4]=2)[N:9]=[C:8]([N:12]2[CH:16]=[C:15]([C:17]([OH:19])=[O:18])[CH:14]=[N:13]2)[N:7]=1)[CH3:31].